From a dataset of Full USPTO retrosynthesis dataset with 1.9M reactions from patents (1976-2016). Predict the reactants needed to synthesize the given product. Given the product [Cl:1][C:2]1[N:6]([CH2:19][CH2:20][NH:21][C:22](=[O:28])[O:23][C:24]([CH3:27])([CH3:26])[CH3:25])[CH:5]=[C:4]([C:7]#[N:8])[C:3]=1[C:9]1[CH:14]=[CH:13][CH:12]=[C:11]([F:15])[CH:10]=1, predict the reactants needed to synthesize it. The reactants are: [Cl:1][C:2]1[NH:6][CH:5]=[C:4]([C:7]#[N:8])[C:3]=1[C:9]1[CH:14]=[CH:13][CH:12]=[C:11]([F:15])[CH:10]=1.[OH-].[Na+].Br[CH2:19][CH2:20][NH:21][C:22](=[O:28])[O:23][C:24]([CH3:27])([CH3:26])[CH3:25].